Dataset: Peptide-MHC class II binding affinity with 134,281 pairs from IEDB. Task: Regression. Given a peptide amino acid sequence and an MHC pseudo amino acid sequence, predict their binding affinity value. This is MHC class II binding data. (1) The binding affinity (normalized) is 0. The MHC is HLA-DQA10301-DQB10302 with pseudo-sequence HLA-DQA10301-DQB10302. The peptide sequence is FLHATDLLPACDGERPTLAF. (2) The peptide sequence is SLVEGEQKKLFRILS. The MHC is DRB1_0101 with pseudo-sequence DRB1_0101. The binding affinity (normalized) is 0.893. (3) The peptide sequence is RSRPRRTTRRMDRRT. The MHC is HLA-DQA10201-DQB10202 with pseudo-sequence HLA-DQA10201-DQB10202. The binding affinity (normalized) is 0.104.